This data is from Full USPTO retrosynthesis dataset with 1.9M reactions from patents (1976-2016). The task is: Predict the reactants needed to synthesize the given product. (1) Given the product [S:3]1[C:4]2[CH:10]=[CH:9][CH:8]=[CH:7][C:5]=2[N:6]=[C:2]1[NH:12][C@H:13]1[CH2:17][CH2:16][CH2:15][C@@H:14]1[NH:18][C:19](=[O:30])[C:20]1[C:25]([O:26][CH3:27])=[CH:24][CH:23]=[CH:22][C:21]=1[O:28][CH3:29], predict the reactants needed to synthesize it. The reactants are: Cl[C:2]1[S:3][C:4]2[CH:10]=[CH:9][CH:8]=[CH:7][C:5]=2[N:6]=1.Cl.[NH2:12][C@H:13]1[CH2:17][CH2:16][CH2:15][C@@H:14]1[NH:18][C:19](=[O:30])[C:20]1[C:25]([O:26][CH3:27])=[CH:24][CH:23]=[CH:22][C:21]=1[O:28][CH3:29].CCN(C(C)C)C(C)C. (2) Given the product [F:25][C:26]1[C:27]([CH:34]=[CH:8][C:9]([O:11][CH3:12])=[O:10])=[CH:28][C:29]([O:32][CH3:33])=[N:30][CH:31]=1, predict the reactants needed to synthesize it. The reactants are: C1(P(C2C=CC=CC=2)(C2C=CC=CC=2)=[CH:8][C:9]([O:11][CH3:12])=[O:10])C=CC=CC=1.[F:25][C:26]1[C:27]([CH:34]=O)=[CH:28][C:29]([O:32][CH3:33])=[N:30][CH:31]=1. (3) Given the product [F:1][C:2]([F:22])([F:23])[C:3]1[CH:17]=[C:16]([C:18]([F:20])([F:21])[F:19])[CH:15]=[CH:14][C:4]=1[CH2:5][N:6]1[CH2:7][CH2:8][CH:9](/[CH:12]=[C:36]2/[C:32]([NH:31][C@@H:26]3[CH2:27][CH2:28][CH2:29][CH2:30][C@@H:25]3[OH:24])=[N:33][C:34](=[O:37])[S:35]/2)[CH2:10][CH2:11]1, predict the reactants needed to synthesize it. The reactants are: [F:1][C:2]([F:23])([F:22])[C:3]1[CH:17]=[C:16]([C:18]([F:21])([F:20])[F:19])[CH:15]=[CH:14][C:4]=1[CH2:5][N:6]1[CH2:11][CH2:10][CH:9]([CH:12]=O)[CH2:8][CH2:7]1.[OH:24][C@H:25]1[CH2:30][CH2:29][CH2:28][CH2:27][C@H:26]1[NH:31][C:32]1[CH2:36][S:35][C:34](=[O:37])[N:33]=1.C([O-])(=O)C.[NH2+]1CCCCC1. (4) Given the product [CH2:1]([N:8]1[C:16]2[C:11](=[CH:12][C:13]([NH:17][C:18]3[C:27]4[C:22](=[CH:23][CH:24]=[C:25]([C:42]#[N:43])[CH:26]=4)[N:21]=[CH:20][N:19]=3)=[CH:14][CH:15]=2)[CH:10]=[N:9]1)[C:2]1[CH:7]=[CH:6][CH:5]=[CH:4][CH:3]=1, predict the reactants needed to synthesize it. The reactants are: [CH2:1]([N:8]1[C:16]2[C:11](=[CH:12][C:13]([NH:17][C:18]3[C:27]4[C:22](=[CH:23][CH:24]=[C:25](I)[CH:26]=4)[N:21]=[CH:20][N:19]=3)=[CH:14][CH:15]=2)[CH:10]=[N:9]1)[C:2]1[CH:7]=[CH:6][CH:5]=[CH:4][CH:3]=1.C([Sn]([C:42]#[N:43])(CCCC)CCCC)CCC. (5) Given the product [N:6]1[CH:3]=[CH:2][CH:18]=[CH:17][C:5]=1[C:4]([NH:8][CH3:7])=[O:24], predict the reactants needed to synthesize it. The reactants are: N[C:2]1[CH:18]=[CH:17][C:5]2[N:6]=[C:7](NC3C=CC(Br)=CC=3)[NH:8][C:4]=2[CH:3]=1.[H-].[Na+].CN(C)C=[O:24].